Task: Predict the product of the given reaction.. Dataset: Forward reaction prediction with 1.9M reactions from USPTO patents (1976-2016) Given the reactants [CH3:1][NH:2][C:3]([C:5]1[CH:10]=[C:9]([O:11][C:12]2[CH:17]=[CH:16][C:15]([NH2:18])=[CH:14][CH:13]=2)[CH:8]=[CH:7][N:6]=1)=[O:4].[NH2:19][C:20]1C=CC(O)=[CH:22][CH:21]=1, predict the reaction product. The product is: [CH3:1][NH:2][C:3]([C:5]1[CH:10]=[C:9]([O:11][C:12]2[CH:17]=[CH:16][C:15]([NH2:18])=[C:14]3[C:13]=2[N:19]=[CH:20][CH:21]=[CH:22]3)[CH:8]=[CH:7][N:6]=1)=[O:4].